This data is from Reaction yield outcomes from USPTO patents with 853,638 reactions. The task is: Predict the reaction yield, written as a fraction of the theoretical maximum amount of product (1.0 means a 100% yield; for example, 0.34 means a 34% yield). The catalyst is CN(C=O)C.CCN(CC)CC.C(Cl)Cl. The reactants are [CH2:1]([O:5][C:6]1[CH:7]=[C:8]([CH:18]=[CH:19][C:20]([OH:22])=O)[CH:9]=[C:10]([O:13][CH2:14][CH2:15][CH2:16][CH3:17])[C:11]=1[OH:12])[CH2:2][CH2:3][CH3:4].N[CH2:24][CH2:25][C:26]1[CH:31]=[C:30]([C:32]([CH3:35])([CH3:34])[CH3:33])[C:29]([OH:36])=[C:28]([C:37]([CH3:40])([CH3:39])[CH3:38])[CH:27]=1.F[P-](F)(F)(F)(F)F.[N:48]1(O[P+](N(C)C)(N(C)C)N(C)C)[C:52]2C=CC=C[C:51]=2N=N1. The yield is 0.910. The product is [CH2:14]([O:13][C:10]1[CH:9]=[C:8]([CH:18]=[CH:19][C:20]([NH:48][CH2:52][CH2:51][CH2:24][CH2:25][C:26]2[CH:31]=[C:30]([C:32]([CH3:33])([CH3:34])[CH3:35])[C:29]([OH:36])=[C:28]([C:37]([CH3:39])([CH3:40])[CH3:38])[CH:27]=2)=[O:22])[CH:7]=[C:6]([O:5][CH2:1][CH2:2][CH2:3][CH3:4])[C:11]=1[OH:12])[CH2:15][CH2:16][CH3:17].